The task is: Predict the reactants needed to synthesize the given product.. This data is from Full USPTO retrosynthesis dataset with 1.9M reactions from patents (1976-2016). (1) Given the product [CH3:32][C:27]1[NH:28][C:29]2[C:25]([CH:26]=1)=[CH:24][C:23]([NH:22][C:19]1[CH:18]=[CH:17][N:16]=[C:15]3[CH:14]=[C:13]([C:6]4[CH:7]=[CH:8][C:3]([CH:1]=[O:2])=[CH:4][CH:5]=4)[S:21][C:20]=13)=[CH:31][CH:30]=2, predict the reactants needed to synthesize it. The reactants are: [CH:1]([C:3]1[CH:8]=[CH:7][C:6](B(O)O)=[CH:5][CH:4]=1)=[O:2].Br[C:13]1[S:21][C:20]2[C:15](=[N:16][CH:17]=[CH:18][C:19]=2[NH:22][C:23]2[CH:24]=[C:25]3[C:29](=[CH:30][CH:31]=2)[NH:28][C:27]([CH3:32])=[CH:26]3)[CH:14]=1. (2) Given the product [Br:1][C:2]1[CH:3]=[N:4][N:5]2[CH:10]=[CH:9][C:8]([N:11]3[CH2:16][CH2:15][N:14]([C:21]([O:20][CH:17]([CH3:19])[CH3:18])=[O:22])[CH2:13][CH2:12]3)=[N:7][C:6]=12, predict the reactants needed to synthesize it. The reactants are: [Br:1][C:2]1[CH:3]=[N:4][N:5]2[CH:10]=[CH:9][C:8]([N:11]3[CH2:16][CH2:15][NH:14][CH2:13][CH2:12]3)=[N:7][C:6]=12.[CH:17]([O:20][C:21](Cl)=[O:22])([CH3:19])[CH3:18].C1(C)C=CC=CC=1.C(N(CC)CC)C. (3) Given the product [Br:1][C:11]1[CH:12]=[C:13]2[C:8](=[CH:9][CH:10]=1)[NH:7][C:6](=[O:14])[CH:5]2[CH2:3][CH3:4], predict the reactants needed to synthesize it. The reactants are: [Br:1]Br.[CH2:3]([CH:5]1[C:13]2[C:8](=[CH:9][CH:10]=[CH:11][CH:12]=2)[NH:7][C:6]1=[O:14])[CH3:4].C([O-])(=O)C.[Na+].C(O)(=O)C. (4) Given the product [CH:1]1([CH2:4][O:5][C:6]2[CH:25]=[CH:24][C:9]([CH2:10][N:11]3[CH2:20][CH2:19][C:18]4[C:13](=[CH:14][CH:15]=[C:16]([CH:21]([NH:23][C:26](=[O:29])[CH2:27][CH3:28])[CH3:22])[CH:17]=4)[CH2:12]3)=[CH:8][CH:7]=2)[CH2:3][CH2:2]1, predict the reactants needed to synthesize it. The reactants are: [CH:1]1([CH2:4][O:5][C:6]2[CH:25]=[CH:24][C:9]([CH2:10][N:11]3[CH2:20][CH2:19][C:18]4[C:13](=[CH:14][CH:15]=[C:16]([CH:21]([NH2:23])[CH3:22])[CH:17]=4)[CH2:12]3)=[CH:8][CH:7]=2)[CH2:3][CH2:2]1.[C:26](Cl)(=[O:29])[CH2:27][CH3:28].